Dataset: Full USPTO retrosynthesis dataset with 1.9M reactions from patents (1976-2016). Task: Predict the reactants needed to synthesize the given product. (1) Given the product [N:1]1[CH:2]=[CH:3][C:4]([NH:7][C:8]([N:29]2[CH2:28][CH2:27][N:26]([C:24]3[S:23][N:22]=[C:21]([C:17]4[S:16][CH:20]=[CH:19][CH:18]=4)[N:25]=3)[CH2:31][CH2:30]2)=[O:15])=[CH:5][CH:6]=1, predict the reactants needed to synthesize it. The reactants are: [N:1]1[CH:6]=[CH:5][C:4]([NH:7][C:8](=[O:15])OCC(Cl)(Cl)Cl)=[CH:3][CH:2]=1.[S:16]1[CH:20]=[CH:19][CH:18]=[C:17]1[C:21]1[N:25]=[C:24]([N:26]2[CH2:31][CH2:30][NH:29][CH2:28][CH2:27]2)[S:23][N:22]=1.C(N(C(C)C)CC)(C)C.O. (2) Given the product [F:1][C:2]1[CH:7]=[CH:6][CH:5]=[C:4]([F:8])[C:3]=1[C:9]([NH:11][C:12]1[CH:21]=[CH:20][C:15]([C:16]([NH:23][NH2:24])=[O:17])=[CH:14][CH:13]=1)=[O:10], predict the reactants needed to synthesize it. The reactants are: [F:1][C:2]1[CH:7]=[CH:6][CH:5]=[C:4]([F:8])[C:3]=1[C:9]([NH:11][C:12]1[CH:21]=[CH:20][C:15]([C:16](OC)=[O:17])=[CH:14][CH:13]=1)=[O:10].O.[NH2:23][NH2:24]. (3) Given the product [CH2:12]([O:11][C:9](=[O:10])[N:3]([CH2:4][CH2:5][O:11][C:12]1[CH:13]=[CH:14][CH:15]=[CH:16][C:23]=1[C:22]#[N:21])[CH3:6])[C:13]1[CH:18]=[CH:17][CH:16]=[CH:15][CH:14]=1, predict the reactants needed to synthesize it. The reactants are: C([N:3]([CH2:6]C)[CH2:4][CH3:5])C.Cl[C:9]([O:11][CH2:12][C:13]1[CH:18]=[CH:17][CH:16]=[CH:15][CH:14]=1)=[O:10].C([NH:21][CH2:22][CH3:23])C. (4) Given the product [F:19][C:20]1[CH:28]=[C:27]2[C:23]([C:24]([CH2:29][CH2:30][OH:31])=[C:25]([CH:11]([C:12]3[CH:17]=[CH:16][CH:15]=[CH:14][CH:13]=3)[C:3]3[C:4](=[O:10])[NH:5][CH:6]([CH:7]([CH3:9])[CH3:8])[C:2]=3[OH:1])[NH:26]2)=[CH:22][CH:21]=1, predict the reactants needed to synthesize it. The reactants are: [OH:1][C:2]1[CH:6]([CH:7]([CH3:9])[CH3:8])[NH:5][C:4](=[O:10])[CH:3]=1.[CH:11](=O)[C:12]1[CH:17]=[CH:16][CH:15]=[CH:14][CH:13]=1.[F:19][C:20]1[CH:28]=[C:27]2[C:23]([C:24]([CH2:29][CH2:30][OH:31])=[CH:25][NH:26]2)=[CH:22][CH:21]=1. (5) Given the product [CH:16]([N:10]1[C:11]2[C:7](=[CH:6][C:5]([CH2:3][OH:4])=[CH:13][C:12]=2[CH3:14])[CH:8]=[N:9]1)([CH3:17])[CH3:15], predict the reactants needed to synthesize it. The reactants are: CO[C:3]([C:5]1[CH:6]=[C:7]2[C:11](=[C:12]([CH3:14])[CH:13]=1)[NH:10][N:9]=[CH:8]2)=[O:4].[CH2:15](I)[CH:16](C)[CH3:17]. (6) Given the product [CH3:38][C:30]([OH:39])([CH3:29])[CH2:31][CH:32]1[CH2:33][CH2:34][N:35]([CH2:2][C:3]2[N:4]([CH3:28])[C:5]3[C:10]([N:11]=2)=[C:9]([N:12]2[CH2:17][CH2:16][O:15][CH2:14][CH2:13]2)[N:8]=[C:7]([N:18]2[C:22]4[CH:23]=[CH:24][CH:25]=[CH:26][C:21]=4[N:20]=[C:19]2[CH3:27])[N:6]=3)[CH2:36][CH2:37]1, predict the reactants needed to synthesize it. The reactants are: Br[CH2:2][C:3]1[N:4]([CH3:28])[C:5]2[C:10]([N:11]=1)=[C:9]([N:12]1[CH2:17][CH2:16][O:15][CH2:14][CH2:13]1)[N:8]=[C:7]([N:18]1[C:22]3[CH:23]=[CH:24][CH:25]=[CH:26][C:21]=3[N:20]=[C:19]1[CH3:27])[N:6]=2.[CH3:29][C:30]([OH:39])([CH3:38])[CH2:31][CH:32]1[CH2:37][CH2:36][NH:35][CH2:34][CH2:33]1. (7) Given the product [OH:3][CH2:4][CH2:5][CH:6]([N:28]1[CH:33]=[CH:32][C:31](=[O:34])[NH:30][C:29]1=[O:35])[CH2:7][O:8][C:9]([C:16]1[CH:17]=[CH:18][CH:19]=[CH:20][CH:21]=1)([C:22]1[CH:27]=[CH:26][CH:25]=[CH:24][CH:23]=1)[C:10]1[CH:11]=[CH:12][CH:13]=[CH:14][CH:15]=1, predict the reactants needed to synthesize it. The reactants are: C([O:3][C:4](=O)[CH2:5][CH:6]([N:28]1[CH:33]=[CH:32][C:31](=[O:34])[NH:30][C:29]1=[O:35])[CH2:7][O:8][C:9]([C:22]1[CH:27]=[CH:26][CH:25]=[CH:24][CH:23]=1)([C:16]1[CH:21]=[CH:20][CH:19]=[CH:18][CH:17]=1)[C:10]1[CH:15]=[CH:14][CH:13]=[CH:12][CH:11]=1)C.[BH4-].[Na+].